This data is from NCI-60 drug combinations with 297,098 pairs across 59 cell lines. The task is: Regression. Given two drug SMILES strings and cell line genomic features, predict the synergy score measuring deviation from expected non-interaction effect. Drug 1: CC1=C2C(C(=O)C3(C(CC4C(C3C(C(C2(C)C)(CC1OC(=O)C(C(C5=CC=CC=C5)NC(=O)OC(C)(C)C)O)O)OC(=O)C6=CC=CC=C6)(CO4)OC(=O)C)O)C)O. Drug 2: CC1C(C(CC(O1)OC2CC(CC3=C2C(=C4C(=C3O)C(=O)C5=C(C4=O)C(=CC=C5)OC)O)(C(=O)CO)O)N)O.Cl. Cell line: HOP-62. Synergy scores: CSS=32.6, Synergy_ZIP=-3.89, Synergy_Bliss=-3.98, Synergy_Loewe=-1.08, Synergy_HSA=-0.436.